This data is from Reaction yield outcomes from USPTO patents with 853,638 reactions. The task is: Predict the reaction yield, written as a fraction of the theoretical maximum amount of product (1.0 means a 100% yield; for example, 0.34 means a 34% yield). (1) The reactants are I[C:2]1[C:11]2[N:10]([CH:12]3[CH2:17][CH2:16][CH2:15][CH:14]([CH2:18][NH:19][C:20](=[O:27])[C:21]4[CH:26]=[CH:25][CH:24]=[CH:23][CH:22]=4)[CH2:13]3)[C:9](=[O:28])[C:8]3=[C:29]([CH3:32])[O:30][N:31]=[C:7]3[C:6]=2[CH:5]=[CH:4][CH:3]=1.C(#N)C.[CH3:36][OH:37].CCN(CC)CC.C[C:46](C)=[O:47].ClCCl. The catalyst is C1C=CC(P(C2C=CC=CC=2)[C-]2C=CC=C2)=CC=1.C1C=CC(P(C2C=CC=CC=2)[C-]2C=CC=C2)=CC=1.Cl[Pd]Cl.[Fe+2]. The product is [CH3:36][O:37][C:46]([C:2]1[CH:3]=[CH:4][CH:5]=[C:6]2[C:11]=1[N:10]([CH:12]1[CH2:17][CH2:16][CH2:15][CH:14]([CH2:18][NH:19][C:20](=[O:27])[C:21]3[CH:26]=[CH:25][CH:24]=[CH:23][CH:22]=3)[CH2:13]1)[C:9](=[O:28])[C:8]1=[C:29]([CH3:32])[O:30][N:31]=[C:7]21)=[O:47]. The yield is 0.830. (2) The reactants are Br[C:2]1[CH:7]=[CH:6][C:5]([N:8]2[C:12]([C:13]3[N:18]=[C:17]4[N:19]([CH:24]5[CH2:29][CH2:28][O:27][CH2:26][CH2:25]5)[N:20]=[C:21]([CH2:22][CH3:23])[C:16]4=[CH:15][CH:14]=3)=[CH:11][CH:10]=[N:9]2)=[CH:4][CH:3]=1.Cl.[CH3:31][O:32][CH:33]1[CH2:37][CH2:36][NH:35][CH2:34]1.F[B-](F)(F)F.C([PH+](C(C)(C)C)C(C)(C)C)(C)(C)C.CC(C)([O-])C.[Na+]. The catalyst is C1C=CC(/C=C/C(/C=C/C2C=CC=CC=2)=O)=CC=1.C1C=CC(/C=C/C(/C=C/C2C=CC=CC=2)=O)=CC=1.C1C=CC(/C=C/C(/C=C/C2C=CC=CC=2)=O)=CC=1.[Pd].[Pd].C1(C)C=CC=CC=1. The product is [CH2:22]([C:21]1[C:16]2[C:17](=[N:18][C:13]([C:12]3[N:8]([C:5]4[CH:6]=[CH:7][C:2]([N:35]5[CH2:36][CH2:37][CH:33]([O:32][CH3:31])[CH2:34]5)=[CH:3][CH:4]=4)[N:9]=[CH:10][CH:11]=3)=[CH:14][CH:15]=2)[N:19]([CH:24]2[CH2:29][CH2:28][O:27][CH2:26][CH2:25]2)[N:20]=1)[CH3:23]. The yield is 0.410.